Dataset: Catalyst prediction with 721,799 reactions and 888 catalyst types from USPTO. Task: Predict which catalyst facilitates the given reaction. (1) Reactant: [Cl:1][C:2]1[CH:7]=[CH:6][C:5]([S:8]([NH:11][CH:12]2[CH2:17][CH2:16][CH2:15][CH:14]([CH3:18])[CH2:13]2)(=[O:10])=[O:9])=[CH:4][CH:3]=1.Br[CH2:20][C:21]1[CH:30]=[CH:29][C:24]([C:25]([O:27][CH3:28])=[O:26])=[CH:23][CH:22]=1.C(=O)([O-])[O-].[Cs+].[Cs+].O. Product: [Cl:1][C:2]1[CH:7]=[CH:6][C:5]([S:8]([N:11]([CH2:20][C:21]2[CH:30]=[CH:29][C:24]([C:25]([O:27][CH3:28])=[O:26])=[CH:23][CH:22]=2)[CH:12]2[CH2:17][CH2:16][CH2:15][CH:14]([CH3:18])[CH2:13]2)(=[O:10])=[O:9])=[CH:4][CH:3]=1. The catalyst class is: 10. (2) Reactant: [F:1][C:2]([F:22])([F:21])[C:3]1[CH:4]=[C:5]([CH:18]=[CH:19][CH:20]=1)[O:6][C:7]1[C:16]2[C:11](=[C:12]([NH2:17])[CH:13]=[CH:14][CH:15]=2)[N:10]=[CH:9][N:8]=1.[Cl:23][C:24]1[C:29]([C:30](O)=[O:31])=[C:28]([O:33][CH3:34])[C:27]([CH2:35][NH:36][C:37](=[O:42])[C:38]([CH3:41])([CH3:40])[CH3:39])=[CH:26][CH:25]=1.C(Cl)(=O)C(Cl)=O.CCN(C(C)C)C(C)C. Product: [Cl:23][C:24]1[C:29]([C:30]([NH:17][C:12]2[CH:13]=[CH:14][CH:15]=[C:16]3[C:11]=2[N:10]=[CH:9][N:8]=[C:7]3[O:6][C:5]2[CH:18]=[CH:19][CH:20]=[C:3]([C:2]([F:1])([F:21])[F:22])[CH:4]=2)=[O:31])=[C:28]([O:33][CH3:34])[C:27]([CH2:35][NH:36][C:37](=[O:42])[C:38]([CH3:40])([CH3:39])[CH3:41])=[CH:26][CH:25]=1. The catalyst class is: 85.